This data is from Forward reaction prediction with 1.9M reactions from USPTO patents (1976-2016). The task is: Predict the product of the given reaction. (1) Given the reactants [Br:1][C:2]1[CH:8]=[CH:7][C:6]([O:9][CH3:10])=[CH:5][C:3]=1[NH2:4].B(Cl)(Cl)Cl.C(Cl)Cl.Cl[CH2:19][C:20]#N.[Cl-].[Al+3].[Cl-].[Cl-].[BH4-].[Na+], predict the reaction product. The product is: [O:9]([C:6]1[CH:7]=[CH:8][C:2]([Br:1])=[C:3]2[C:5]=1[CH:19]=[CH:20][NH:4]2)[CH3:10]. (2) Given the reactants Cl[C:2]1[O:3][C:4]2[C:5](=[C:7]([C:11]([O:13]C)=[O:12])[CH:8]=[CH:9][CH:10]=2)[N:6]=1.[OH2:15].[OH-].[Li+:17], predict the reaction product. The product is: [O:15]=[C:2]1[NH:6][C:5]2=[C:7]([C:11]([O-:13])=[O:12])[CH:8]=[CH:9][CH:10]=[C:4]2[O:3]1.[Li+:17]. (3) Given the reactants [NH2:1][C:2]1[CH:11]=[CH:10][C:5]([C:6]([O:8][CH3:9])=[O:7])=[CH:4][N:3]=1.[C:12]([O:16][C:17](O[C:17]([O:16][C:12]([CH3:15])([CH3:14])[CH3:13])=[O:18])=[O:18])([CH3:15])([CH3:14])[CH3:13], predict the reaction product. The product is: [C:12]([O:16][C:17]([NH:1][C:2]1[CH:11]=[CH:10][C:5]([C:6]([O:8][CH3:9])=[O:7])=[CH:4][N:3]=1)=[O:18])([CH3:15])([CH3:14])[CH3:13]. (4) Given the reactants C(#N)C.[N:4]#[C:5][NH2:6].[CH3:7][S:8][CH:9]([C:11]1[CH:12]=[N:13][C:14]([C:17]([F:20])([F:19])[F:18])=[CH:15][CH:16]=1)[CH3:10].[OH-].[Na+].[N+]1([S-])C=CC=CC=1, predict the reaction product. The product is: [F:20][C:17]([F:18])([F:19])[C:14]1[N:13]=[CH:12][C:11]([CH:9]([S:8]([CH3:7])=[N:4][C:5]#[N:6])[CH3:10])=[CH:16][CH:15]=1. (5) Given the reactants Br[C:2]1[CH:3]=[N:4][CH:5]=[C:6]([N:10]2[C:22](=[O:23])[C:21]3[S:20][C:19]4[CH2:18][CH2:17][CH2:16][CH2:15][C:14]=4[C:13]=3[CH:12]=[N:11]2)[C:7]=1[CH:8]=[O:9].[CH3:24][N:25]1[CH:30]=[C:29](B2OC(C)(C)C(C)(C)O2)[CH:28]=[C:27]([NH:40][C:41]2[CH:46]=[CH:45][C:44]([N:47]3[CH2:52][CH2:51][N:50]([CH:53]4[CH2:56][O:55][CH2:54]4)[CH2:49][CH2:48]3)=[CH:43][N:42]=2)[C:26]1=[O:57].[O-]P([O-])([O-])=O.[K+].[K+].[K+].CC([O-])=O.[Na+], predict the reaction product. The product is: [CH3:24][N:25]1[C:26](=[O:57])[C:27]([NH:40][C:41]2[CH:46]=[CH:45][C:44]([N:47]3[CH2:52][CH2:51][N:50]([CH:53]4[CH2:54][O:55][CH2:56]4)[CH2:49][CH2:48]3)=[CH:43][N:42]=2)=[CH:28][C:29]([C:2]2[CH:3]=[N:4][CH:5]=[C:6]([N:10]3[C:22](=[O:23])[C:21]4[S:20][C:19]5[CH2:18][CH2:17][CH2:16][CH2:15][C:14]=5[C:13]=4[CH:12]=[N:11]3)[C:7]=2[CH:8]=[O:9])=[CH:30]1. (6) Given the reactants C([O:3][C:4]([C:6]1[CH:7]=[N:8][N:9]([CH2:11][C:12]#[C:13][C:14]2[CH:19]=[CH:18][C:17]([CH3:20])=[CH:16][CH:15]=2)[CH:10]=1)=[O:5])C.[Li+].[OH-], predict the reaction product. The product is: [C:17]1([CH3:20])[CH:18]=[CH:19][C:14]([C:13]#[C:12][CH2:11][N:9]2[CH:10]=[C:6]([C:4]([OH:5])=[O:3])[CH:7]=[N:8]2)=[CH:15][CH:16]=1. (7) The product is: [Cl:10][CH2:11][C@@:12]([C:14]1[CH:19]=[CH:18][C:17]([F:20])=[CH:16][C:15]=1[F:21])([OH:13])[C@@H:3]([CH3:4])[C:2]#[CH:1]. Given the reactants [CH3:1][C@@H:2](OS(C)(=O)=O)[C:3]#[CH:4].[Cl:10][CH2:11][C:12]([C:14]1[CH:19]=[CH:18][C:17]([F:20])=[CH:16][C:15]=1[F:21])=[O:13].C([Zn]CC)C.Cl, predict the reaction product. (8) Given the reactants Cl.N1[C:11]2[C:6](=[CH:7]C=CC=2)[C:5](NC(=O)NCC(O)=O)=CC=1.[CH3:20][C:21]1[CH:22]=[C:23]([CH:31]=[CH:32][CH:33]=1)[CH:24]=[C:25]1[CH2:30][CH2:29][NH:28][CH2:27][CH2:26]1.C(P1(=O)OP(CCC)(=O)OP(CCC)(=O)[O:38]1)CC.CN([CH:55]=[O:56])C, predict the reaction product. The product is: [C:6]([O:38][C:55]([N:28]1[CH2:29][CH2:30][C:25](=[CH:24][C:23]2[CH:31]=[CH:32][CH:33]=[C:21]([CH3:20])[CH:22]=2)[CH2:26][CH2:27]1)=[O:56])([CH3:5])([CH3:7])[CH3:11]. (9) Given the reactants [CH2:1]([NH:5][CH2:6][CH2:7][CH2:8][O:9][C:10]1[CH:11]=[C:12]([CH2:34][NH:35][CH2:36][CH2:37][CH2:38][NH:39][CH2:40][CH2:41][CH2:42][NH:43][CH2:44][CH2:45][CH2:46][CH2:47][CH2:48][CH2:49][CH2:50][CH3:51])[CH:13]=[C:14]([CH2:16][NH:17][CH2:18][CH2:19][CH2:20][NH:21][CH2:22][CH2:23][CH2:24][NH:25][CH2:26][CH2:27][CH2:28][CH2:29][CH2:30][CH2:31][CH2:32][CH3:33])[CH:15]=1)[CH:2]([CH3:4])[CH3:3].[ClH:52], predict the reaction product. The product is: [ClH:52].[CH2:1]([NH:5][CH2:6][CH2:7][CH2:8][O:9][C:10]1[CH:15]=[C:14]([CH2:16][NH:17][CH2:18][CH2:19][CH2:20][NH:21][CH2:22][CH2:23][CH2:24][NH:25][CH2:26][CH2:27][CH2:28][CH2:29][CH2:30][CH2:31][CH2:32][CH3:33])[CH:13]=[C:12]([CH2:34][NH:35][CH2:36][CH2:37][CH2:38][NH:39][CH2:40][CH2:41][CH2:42][NH:43][CH2:44][CH2:45][CH2:46][CH2:47][CH2:48][CH2:49][CH2:50][CH3:51])[CH:11]=1)[CH:2]([CH3:4])[CH3:3]. (10) Given the reactants [Cl:1][C:2]1[C:7]([CH:8]=O)=[C:6]([Cl:10])[N:5]=[C:4]([NH:11][CH:12]2[CH2:14][CH2:13]2)[N:3]=1.Cl.[NH2:16][OH:17], predict the reaction product. The product is: [Cl:1][C:2]1[C:7]([CH:8]=[N:16][OH:17])=[C:6]([Cl:10])[N:5]=[C:4]([NH:11][CH:12]2[CH2:14][CH2:13]2)[N:3]=1.